Dataset: Reaction yield outcomes from USPTO patents with 853,638 reactions. Task: Predict the reaction yield, written as a fraction of the theoretical maximum amount of product (1.0 means a 100% yield; for example, 0.34 means a 34% yield). (1) The reactants are [CH3:1][N:2]1[C:10]2[C:5](=[CH:6][CH:7]=[CH:8][CH:9]=2)[CH:4]=[CH:3]1.CC([O-])(C)C.[K+].[SiH:17]([CH2:22][CH3:23])([CH2:20][CH3:21])[CH2:18][CH3:19]. The catalyst is O1CCCC1. The product is [CH3:1][N:2]1[C:10]2[C:5](=[CH:6][CH:7]=[CH:8][CH:9]=2)[CH:4]=[C:3]1[Si:17]([CH2:22][CH3:23])([CH2:20][CH3:21])[CH2:18][CH3:19]. The yield is 0.720. (2) The reactants are Br[C:2]1[CH:9]=[CH:8][C:5]([C:6]#[N:7])=[CH:4][CH:3]=1.[C:10]([O:14][CH2:15][CH3:16])(=[O:13])[CH:11]=[CH2:12]. The catalyst is CN(C=O)C.CC([O-])=O.CC([O-])=O.[Pd+2].C1(C)C=CC=CC=1P(C1C=CC=CC=1C)C1C=CC=CC=1C. The product is [C:6]([C:5]1[CH:8]=[CH:9][C:2](/[CH:12]=[CH:11]/[C:10]([O:14][CH2:15][CH3:16])=[O:13])=[CH:3][CH:4]=1)#[N:7]. The yield is 0.920. (3) The reactants are [I:1][C:2]1[C:6]([CH3:7])=[CH:5][NH:4][N:3]=1.Br[CH2:9][CH2:10][O:11][CH:12]1[CH2:17][CH2:16][CH2:15][CH2:14][O:13]1.C(=O)([O-])[O-].[Cs+].[Cs+]. The catalyst is C(#N)C. The product is [I:1][C:2]1[C:6]([CH3:7])=[CH:5][N:4]([CH2:9][CH2:10][O:11][CH:12]2[CH2:17][CH2:16][CH2:15][CH2:14][O:13]2)[N:3]=1. The yield is 0.710. (4) The reactants are C([O:3][C:4](=[O:49])[CH2:5][CH2:6][CH2:7][O:8][C:9]1[CH:14]=[CH:13][CH:12]=[C:11]([CH2:15][CH2:16][CH2:17][CH2:18][CH2:19][CH2:20][O:21][C:22]2[CH:23]=[C:24]([C:32]3[CH:37]=[CH:36][C:35]([S:38]([CH3:41])(=[O:40])=[O:39])=[CH:34][CH:33]=3)[CH:25]=[C:26]([CH2:28][O:29][CH2:30][CH3:31])[CH:27]=2)[C:10]=1[CH2:42][CH2:43][C:44]([O:46]CC)=[O:45])C.[OH-].[Na+]. No catalyst specified. The product is [C:44]([CH2:43][CH2:42][C:10]1[C:11]([CH2:15][CH2:16][CH2:17][CH2:18][CH2:19][CH2:20][O:21][C:22]2[CH:23]=[C:24]([C:32]3[CH:37]=[CH:36][C:35]([S:38]([CH3:41])(=[O:39])=[O:40])=[CH:34][CH:33]=3)[CH:25]=[C:26]([CH2:28][O:29][CH2:30][CH3:31])[CH:27]=2)=[CH:12][CH:13]=[CH:14][C:9]=1[O:8][CH2:7][CH2:6][CH2:5][C:4]([OH:49])=[O:3])([OH:46])=[O:45]. The yield is 0.970. (5) The reactants are C(N(C(C)C)CC)(C)C.F[P-](F)(F)(F)(F)F.N1(O[P+](N(C)C)(N(C)C)N(C)C)C2C=CC=CC=2N=N1.[F:37][C:38]1[CH:43]=[CH:42][C:41]([C:44]2[CH:49]=[CH:48][C:47]([S:50]([N:53]([CH2:62][CH2:63][C:64]([O:66][CH3:67])=[O:65])[C:54]3([C:59]([OH:61])=O)[CH2:58][CH2:57][CH2:56][CH2:55]3)(=[O:52])=[O:51])=[CH:46][CH:45]=2)=[CH:40][CH:39]=1.Cl.[CH2:69]([O:76][NH2:77])[C:70]1[CH:75]=[CH:74][CH:73]=[CH:72][CH:71]=1. The catalyst is CN(C)C=O. The product is [CH3:67][O:66][C:64](=[O:65])[CH2:63][CH2:62][N:53]([C:54]1([C:59](=[O:61])[NH:77][O:76][CH2:69][C:70]2[CH:75]=[CH:74][CH:73]=[CH:72][CH:71]=2)[CH2:55][CH2:56][CH2:57][CH2:58]1)[S:50]([C:47]1[CH:48]=[CH:49][C:44]([C:41]2[CH:40]=[CH:39][C:38]([F:37])=[CH:43][CH:42]=2)=[CH:45][CH:46]=1)(=[O:51])=[O:52]. The yield is 0.860. (6) The reactants are [CH3:1][O:2][C:3]1[CH:8]=[CH:7][C:6]([C:9]2[S:10][C:11]([NH:27][C:28]([NH:30][C:31]3[C:36]([CH3:37])=[CH:35][C:34]([CH3:38])=[CH:33][C:32]=3[CH3:39])=[O:29])=[C:12]([C:14]([NH:16][C:17]3([C:23]([O:25]C)=[O:24])[CH2:22][CH2:21][CH2:20][CH2:19][CH2:18]3)=[O:15])[N:13]=2)=[CH:5][CH:4]=1.[OH-].[Li+].Cl. The catalyst is O1CCOCC1.O. The product is [CH3:1][O:2][C:3]1[CH:8]=[CH:7][C:6]([C:9]2[S:10][C:11]([NH:27][C:28]([NH:30][C:31]3[C:32]([CH3:39])=[CH:33][C:34]([CH3:38])=[CH:35][C:36]=3[CH3:37])=[O:29])=[C:12]([C:14]([NH:16][C:17]3([C:23]([OH:25])=[O:24])[CH2:22][CH2:21][CH2:20][CH2:19][CH2:18]3)=[O:15])[N:13]=2)=[CH:5][CH:4]=1. The yield is 0.470. (7) The reactants are [F:1][C:2]1[CH:8]=[CH:7][C:6]([F:9])=[CH:5][C:3]=1[NH2:4].[F:10][C:11]([F:24])([O:15][C:16]1[CH:17]=[C:18]([CH:21]=[CH:22][CH:23]=1)[CH:19]=O)[CH:12]([F:14])[F:13]. The catalyst is C1CCCCC1. The product is [F:1][C:2]1[CH:8]=[CH:7][C:6]([F:9])=[CH:5][C:3]=1[NH:4][CH2:19][C:18]1[CH:21]=[CH:22][CH:23]=[C:16]([O:15][C:11]([F:10])([F:24])[CH:12]([F:13])[F:14])[CH:17]=1. The yield is 0.860.